This data is from NCI-60 drug combinations with 297,098 pairs across 59 cell lines. The task is: Regression. Given two drug SMILES strings and cell line genomic features, predict the synergy score measuring deviation from expected non-interaction effect. (1) Drug 1: CC1=C(C(=CC=C1)Cl)NC(=O)C2=CN=C(S2)NC3=CC(=NC(=N3)C)N4CCN(CC4)CCO. Drug 2: C1C(C(OC1N2C=NC(=NC2=O)N)CO)O. Cell line: SW-620. Synergy scores: CSS=20.6, Synergy_ZIP=-4.98, Synergy_Bliss=-0.950, Synergy_Loewe=3.38, Synergy_HSA=3.53. (2) Drug 1: C1=C(C(=O)NC(=O)N1)N(CCCl)CCCl. Drug 2: C1C(C(OC1N2C=C(C(=O)NC2=O)F)CO)O. Cell line: SNB-19. Synergy scores: CSS=32.3, Synergy_ZIP=-4.12, Synergy_Bliss=-4.22, Synergy_Loewe=-1.10, Synergy_HSA=1.59. (3) Drug 1: C1CCC(C1)C(CC#N)N2C=C(C=N2)C3=C4C=CNC4=NC=N3. Drug 2: C1CC(=O)NC(=O)C1N2CC3=C(C2=O)C=CC=C3N. Cell line: T-47D. Synergy scores: CSS=-1.65, Synergy_ZIP=2.36, Synergy_Bliss=1.38, Synergy_Loewe=-3.93, Synergy_HSA=-3.80.